From a dataset of Full USPTO retrosynthesis dataset with 1.9M reactions from patents (1976-2016). Predict the reactants needed to synthesize the given product. (1) Given the product [CH2:1]([N:8]1[CH:12]=[C:11]([C:13]2[CH:17]=[C:16]([C:18]([NH:21][C@@H:22]([CH3:38])[CH2:23][N:24]3[CH:28]=[CH:27][C:26]([C:29]4[CH:36]=[CH:35][C:32]([C:33]#[N:34])=[C:31]([Cl:37])[CH:30]=4)=[N:25]3)=[O:20])[NH:15][N:14]=2)[N:10]=[CH:9]1)[C:2]1[CH:3]=[CH:4][CH:5]=[CH:6][CH:7]=1, predict the reactants needed to synthesize it. The reactants are: [CH2:1]([N:8]1[CH:12]=[C:11]([C:13]2[CH:17]=[C:16]([C:18]([OH:20])=O)[NH:15][N:14]=2)[N:10]=[CH:9]1)[C:2]1[CH:7]=[CH:6][CH:5]=[CH:4][CH:3]=1.[NH2:21][C@@H:22]([CH3:38])[CH2:23][N:24]1[CH:28]=[CH:27][C:26]([C:29]2[CH:36]=[CH:35][C:32]([C:33]#[N:34])=[C:31]([Cl:37])[CH:30]=2)=[N:25]1. (2) Given the product [Cl:21][C:8]1[CH:9]=[C:10]([NH:13][S:14]([C:17]([F:20])([F:19])[F:18])(=[O:16])=[O:15])[CH:11]=[CH:12][C:7]=1[C:5]1[N:6]=[C:2]([C:30]2[CH:31]=[CH:32][CH:33]=[C:28]([N:22]3[CH2:23][CH2:24][CH2:25][CH2:26][CH2:27]3)[CH:29]=2)[S:3][CH:4]=1, predict the reactants needed to synthesize it. The reactants are: Br[C:2]1[S:3][CH:4]=[C:5]([C:7]2[CH:12]=[CH:11][C:10]([NH:13][S:14]([C:17]([F:20])([F:19])[F:18])(=[O:16])=[O:15])=[CH:9][C:8]=2[Cl:21])[N:6]=1.[N:22]1([C:28]2[CH:29]=[C:30](B(O)O)[CH:31]=[CH:32][CH:33]=2)[CH2:27][CH2:26][CH2:25][CH2:24][CH2:23]1.C(=O)([O-])[O-].[Na+].[Na+].CC1(C)C2C(=C(P(C3C=CC=CC=3)C3C=CC=CC=3)C=CC=2)OC2C(P(C3C=CC=CC=3)C3C=CC=CC=3)=CC=CC1=2. (3) Given the product [NH2:8][CH2:9][CH2:10][O:11][C:12]1[C:13]([C:23]([O:25][CH3:26])=[O:24])=[C:14]([CH3:22])[C:15]([O:18][CH:19]([CH3:21])[CH3:20])=[N:16][CH:17]=1, predict the reactants needed to synthesize it. The reactants are: C(OC([NH:8][CH2:9][CH2:10][O:11][C:12]1[C:13]([C:23]([O:25][CH3:26])=[O:24])=[C:14]([CH3:22])[C:15]([O:18][CH:19]([CH3:21])[CH3:20])=[N:16][CH:17]=1)=O)(C)(C)C.C(O)(C(F)(F)F)=O. (4) Given the product [C:1]([O:5][C:6]([N:8]1[CH2:12][C@H:11]([F:13])[C@@H:10]([O:14][CH3:15])[C@H:9]1[C:16](=[O:18])[NH:42][CH2:41][C:40]1[CH:43]=[CH:44][CH:45]=[C:38]([Cl:37])[C:39]=1[F:46])=[O:7])([CH3:2])([CH3:3])[CH3:4], predict the reactants needed to synthesize it. The reactants are: [C:1]([O:5][C:6]([N:8]1[CH2:12][C@H:11]([F:13])[C@@H:10]([O:14][CH3:15])[C@H:9]1[C:16]([OH:18])=O)=[O:7])([CH3:4])([CH3:3])[CH3:2].C(OC(N1C[C@@H](OC)[C@H](F)[C@H]1C(O)=O)=O)(C)(C)C.[Cl:37][C:38]1[C:39]([F:46])=[C:40]([CH:43]=[CH:44][CH:45]=1)[CH2:41][NH2:42].CCCP(=O)=O.CCN(C(C)C)C(C)C. (5) Given the product [C:5]([C:20]([NH:7][C:8]1[CH:9]=[CH:10][C:11]([CH2:14][CH2:15][CH2:16][C:17]#[N:18])=[N:12][CH:13]=1)([CH3:22])[CH3:19])#[N:6], predict the reactants needed to synthesize it. The reactants are: [Si]([C:5]#[N:6])(C)(C)C.[NH2:7][C:8]1[CH:9]=[CH:10][C:11]([CH2:14][CH2:15][CH2:16][C:17]#[N:18])=[N:12][CH:13]=1.[CH3:19][C:20]([CH3:22])=O. (6) Given the product [ClH:34].[F:33][C:30]1[CH:31]=[CH:32][C:27]([CH2:26][N:11]2[C:12]3[C:17](=[CH:16][CH:15]=[CH:14][CH:13]=3)[C:18]3[C:19]([CH3:24])([CH3:25])[CH:20]([C:21]([OH:23])=[O:22])[NH:8][CH2:9][C:10]2=3)=[CH:28][CH:29]=1, predict the reactants needed to synthesize it. The reactants are: C(OC([N:8]1[CH:20]([C:21]([OH:23])=[O:22])[C:19]([CH3:25])([CH3:24])[C:18]2[C:17]3[C:12](=[CH:13][CH:14]=[CH:15][CH:16]=3)[N:11]([CH2:26][C:27]3[CH:32]=[CH:31][C:30]([F:33])=[CH:29][CH:28]=3)[C:10]=2[CH2:9]1)=O)(C)(C)C.[ClH:34]. (7) The reactants are: [CH3:1][O:2][C:3](=[O:15])[CH2:4][C:5]1[C:13]2[C:8](=[N:9][CH:10]=[CH:11][CH:12]=2)[NH:7][C:6]=1[CH3:14].CCN(P1(N(C)CCCN1C)=NC(C)(C)C)CC.Br[CH2:35][C:36]1[CH:41]=[CH:40][C:39]([S:42]([CH3:45])(=[O:44])=[O:43])=[CH:38][C:37]=1[C:46]([F:49])([F:48])[F:47]. Given the product [CH3:1][O:2][C:3](=[O:15])[CH2:4][C:5]1[C:13]2[C:8](=[N:9][CH:10]=[CH:11][CH:12]=2)[N:7]([CH2:35][C:36]2[CH:41]=[CH:40][C:39]([S:42]([CH3:45])(=[O:44])=[O:43])=[CH:38][C:37]=2[C:46]([F:48])([F:47])[F:49])[C:6]=1[CH3:14], predict the reactants needed to synthesize it.